This data is from Full USPTO retrosynthesis dataset with 1.9M reactions from patents (1976-2016). The task is: Predict the reactants needed to synthesize the given product. (1) The reactants are: CO[C:3]([C:5]1[N:6]=[C:7]([C:18]2[CH:23]=[CH:22][C:21]([C:24]3[CH:28]=[CH:27][S:26][CH:25]=3)=[CH:20][CH:19]=2)[O:8][C:9]=1[C:10]1[CH:15]=[CH:14][C:13]([Cl:16])=[C:12]([Cl:17])[CH:11]=1)=[O:4].C[O:30][C:31]([C:33]1[N:34]=[C:35]([C:46]2[CH:51]=[CH:50][C:49](C(F)(F)F)=[CH:48][CH:47]=2)[O:36][C:37]=1C1C=CC(C#N)=CC=1)=[O:32]. Given the product [CH2:35]([O:36][CH2:37][C@H:33]([NH:34][C:3]([C:5]1[N:6]=[C:7]([C:18]2[CH:23]=[CH:22][C:21]([C:24]3[CH:28]=[CH:27][S:26][CH:25]=3)=[CH:20][CH:19]=2)[O:8][C:9]=1[C:10]1[CH:15]=[CH:14][C:13]([Cl:16])=[C:12]([Cl:17])[CH:11]=1)=[O:4])[C:31]([OH:32])=[O:30])[C:46]1[CH:51]=[CH:50][CH:49]=[CH:48][CH:47]=1, predict the reactants needed to synthesize it. (2) Given the product [CH3:21][O:20][C:16]1[CH:15]=[C:14]([N:11]2[CH2:10][CH2:9][N:8]([CH2:7][CH2:6][C:5]([C:22]3[CH:27]=[CH:26][CH:25]=[CH:24][CH:23]=3)=[N:4][OH:3])[CH2:13][CH2:12]2)[CH:19]=[CH:18][CH:17]=1, predict the reactants needed to synthesize it. The reactants are: C([O:3][N:4]=[C:5]([C:22]1[CH:27]=[CH:26][CH:25]=[CH:24][CH:23]=1)[CH2:6][CH2:7][N:8]1[CH2:13][CH2:12][N:11]([C:14]2[CH:19]=[CH:18][CH:17]=[C:16]([O:20][CH3:21])[CH:15]=2)[CH2:10][CH2:9]1)C.N. (3) Given the product [ClH:19].[CH3:31][C:32]1[CH:33]=[C:34]([NH:51][C:52]2[C:53]3[N:60]([CH2:61][CH2:62][NH:63][C:64](=[O:70])[CH2:65][S:66]([CH3:69])(=[O:68])=[O:67])[CH:59]=[CH:58][C:54]=3[N:55]=[CH:56][N:57]=2)[CH:35]=[CH:36][C:37]=1[O:38][C:39]1[CH:44]=[CH:43][CH:42]=[C:41]([O:45][CH2:46][CH2:47][CH:48]([CH3:50])[CH3:49])[CH:40]=1, predict the reactants needed to synthesize it. The reactants are: CS(CC(O)=O)(=O)=O.ON1C2C=CC=CC=2N=N1.[ClH:19].C(N=C=NCCCN(C)C)C.[CH3:31][C:32]1[CH:33]=[C:34]([NH:51][C:52]2[C:53]3[N:60]([CH2:61][CH2:62][NH:63][C:64](=[O:70])[CH2:65][S:66]([CH3:69])(=[O:68])=[O:67])[CH:59]=[CH:58][C:54]=3[N:55]=[CH:56][N:57]=2)[CH:35]=[CH:36][C:37]=1[O:38][C:39]1[CH:44]=[CH:43][CH:42]=[C:41]([O:45][CH2:46][CH2:47][CH:48]([CH3:50])[CH3:49])[CH:40]=1.Cl.C(OCC)(=O)C.